Dataset: Catalyst prediction with 721,799 reactions and 888 catalyst types from USPTO. Task: Predict which catalyst facilitates the given reaction. (1) Reactant: [CH3:1][N:2]([CH2:10][CH:11]=O)[C:3](=[O:9])[O:4][C:5]([CH3:8])([CH3:7])[CH3:6].Cl.Cl.[CH2:15]([C:19]1([N:25]([CH3:27])[CH3:26])[CH2:24][CH2:23][NH:22][CH2:21][CH2:20]1)[CH2:16][CH2:17][CH3:18].C(B)#N.[Na].CO.C(Cl)(Cl)Cl. Product: [CH2:15]([C:19]1([N:25]([CH3:27])[CH3:26])[CH2:24][CH2:23][N:22]([CH2:11][CH2:10][N:2]([CH3:1])[C:3](=[O:9])[O:4][C:5]([CH3:8])([CH3:7])[CH3:6])[CH2:21][CH2:20]1)[CH2:16][CH2:17][CH3:18]. The catalyst class is: 130. (2) Reactant: [OH:1][C:2]1[CH:7]=[CH:6][C:5]([N+:8]([O-:10])=[O:9])=[CH:4][C:3]=1[C:11](=[O:15])[CH:12]([CH3:14])[CH3:13].[F:16][C:17]1[CH:31]=[CH:30][C:20]([CH:21](O)[C:22]2[CH:27]=[CH:26][C:25]([F:28])=[CH:24][CH:23]=2)=[CH:19][CH:18]=1.C1(C)C=CC=CC=1.C1(P(C2C=CC=CC=2)C2C=CC=CC=2)C=CC=CC=1. Product: [F:16][C:17]1[CH:18]=[CH:19][C:20]([CH:21]([C:22]2[CH:27]=[CH:26][C:25]([F:28])=[CH:24][CH:23]=2)[O:1][C:2]2[CH:7]=[CH:6][C:5]([N+:8]([O-:10])=[O:9])=[CH:4][C:3]=2[C:11](=[O:15])[CH:12]([CH3:13])[CH3:14])=[CH:30][CH:31]=1. The catalyst class is: 3.